This data is from NCI-60 drug combinations with 297,098 pairs across 59 cell lines. The task is: Regression. Given two drug SMILES strings and cell line genomic features, predict the synergy score measuring deviation from expected non-interaction effect. (1) Cell line: UACC-257. Drug 2: C(CCl)NC(=O)N(CCCl)N=O. Synergy scores: CSS=12.6, Synergy_ZIP=0.0748, Synergy_Bliss=1.23, Synergy_Loewe=-0.920, Synergy_HSA=0.210. Drug 1: CN(CC1=CN=C2C(=N1)C(=NC(=N2)N)N)C3=CC=C(C=C3)C(=O)NC(CCC(=O)O)C(=O)O. (2) Drug 1: C1=CC(=CC=C1C#N)C(C2=CC=C(C=C2)C#N)N3C=NC=N3. Drug 2: C1CC(=O)NC(=O)C1N2C(=O)C3=CC=CC=C3C2=O. Cell line: OVCAR-4. Synergy scores: CSS=-6.24, Synergy_ZIP=1.03, Synergy_Bliss=-3.86, Synergy_Loewe=-5.33, Synergy_HSA=-5.82.